This data is from Forward reaction prediction with 1.9M reactions from USPTO patents (1976-2016). The task is: Predict the product of the given reaction. (1) Given the reactants [O:1]1[C:9]2[C:4](=[CH:5][CH:6]=[CH:7][CH:8]=2)[C:3](=O)[CH2:2]1.[F:11][C:12]1[CH:17]=[CH:16][C:15]([Mg]Br)=[CH:14][CH:13]=1, predict the reaction product. The product is: [F:11][C:12]1[CH:17]=[CH:16][C:15]([C:2]2[O:1][C:9]3[CH:8]=[CH:7][CH:6]=[CH:5][C:4]=3[CH:3]=2)=[CH:14][CH:13]=1. (2) Given the reactants [OH:1][CH:2]1[CH:8]([NH:9][C:10](=[O:17])[C@@H:11]([NH2:16])[CH2:12][CH:13]([CH3:15])[CH3:14])[CH2:7][CH2:6][CH2:5][N:4]([S:18]([C:21]2[CH:26]=[CH:25][CH:24]=[CH:23][N:22]=2)(=[O:20])=[O:19])[CH2:3]1.C1C=CC2N(O)N=NC=2C=1.C(Cl)CCl.[O:41]1[C:45]2[CH:46]=[CH:47][CH:48]=[CH:49][C:44]=2[CH:43]=[C:42]1[C:50](O)=[O:51], predict the reaction product. The product is: [CH3:14][CH:13]([CH3:15])[CH2:12][C@H:11]([NH:16][C:50]([C:42]1[O:41][C:45]2[CH:46]=[CH:47][CH:48]=[CH:49][C:44]=2[CH:43]=1)=[O:51])[C:10](=[O:17])[NH:9][CH:8]1[CH2:7][CH2:6][CH2:5][N:4]([S:18]([C:21]2[CH:26]=[CH:25][CH:24]=[CH:23][N:22]=2)(=[O:20])=[O:19])[CH2:3][C:2]1=[O:1]. (3) Given the reactants [NH2:1][C:2]1[CH:9]=[C:8]([O:10][CH3:11])[C:7]([O:12][CH3:13])=[CH:6][C:3]=1[CH:4]=O.[CH3:14][O:15][C:16]1[CH:21]=[CH:20][CH:19]=[CH:18][C:17]=1[CH2:22][CH2:23][C:24]#[N:25], predict the reaction product. The product is: [CH3:13][O:12][C:7]1[CH:6]=[C:3]2[C:2](=[CH:9][C:8]=1[O:10][CH3:11])[N:1]=[C:24]([NH2:25])[C:23]([CH2:22][C:17]1[CH:18]=[CH:19][CH:20]=[CH:21][C:16]=1[O:15][CH3:14])=[CH:4]2. (4) Given the reactants IC.[C:3]([O:7][C:8]([N:10]1[CH2:15][CH2:14][CH:13]([CH2:16][CH2:17][C:18]([OH:20])=[O:19])[CH2:12][CH2:11]1)=[O:9])([CH3:6])([CH3:5])[CH3:4].[C:21]([O-])([O-])=O.[K+].[K+], predict the reaction product. The product is: [CH3:21][O:19][C:18](=[O:20])[CH2:17][CH2:16][CH:13]1[CH2:14][CH2:15][N:10]([C:8]([O:7][C:3]([CH3:6])([CH3:4])[CH3:5])=[O:9])[CH2:11][CH2:12]1. (5) Given the reactants [OH:1][C:2]1[CH:3]=[C:4]([CH:8]=[CH:9][C:10]=1[O:11][CH3:12])[C:5]([OH:7])=[O:6].S(=O)(=O)(O)O.[CH3:18]O, predict the reaction product. The product is: [CH3:18][O:6][C:5](=[O:7])[C:4]1[CH:8]=[CH:9][C:10]([O:11][CH3:12])=[C:2]([OH:1])[CH:3]=1. (6) Given the reactants [CH3:1][O:2][C:3]1[N:8]=[C:7]([CH2:9][C:10]#[N:11])[C:6]([N+:12]([O-:14])=[O:13])=[CH:5][CH:4]=1.C(=O)([O-])[O-].[K+].[K+].Br[CH2:22][C:23]([O:25][CH3:26])=[O:24], predict the reaction product. The product is: [C:10]([CH:9]([C:7]1[C:6]([N+:12]([O-:14])=[O:13])=[CH:5][CH:4]=[C:3]([O:2][CH3:1])[N:8]=1)[CH2:22][C:23]([O:25][CH3:26])=[O:24])#[N:11]. (7) Given the reactants C(=O)([O-])[O-].[K+].[K+].F[C:8]1[CH:13]=[CH:12][C:11]([N+:14]([O-:16])=[O:15])=[CH:10][CH:9]=1.[OH:17][C:18]1[CH:22]=[C:21]([CH3:23])[NH:20][N:19]=1.Cl, predict the reaction product. The product is: [CH3:23][C:21]1[NH:20][N:19]=[C:18]([O:17][C:8]2[CH:13]=[CH:12][C:11]([N+:14]([O-:16])=[O:15])=[CH:10][CH:9]=2)[CH:22]=1.